This data is from Forward reaction prediction with 1.9M reactions from USPTO patents (1976-2016). The task is: Predict the product of the given reaction. Given the reactants [OH-].[K+].[NH2:3][C:4]1[CH:11]=[C:10]([Br:12])[CH:9]=[CH:8][C:5]=1[CH:6]=O.[CH:13](=O)[CH2:14][CH3:15], predict the reaction product. The product is: [Br:12][C:10]1[CH:11]=[C:4]2[C:5]([CH:6]=[C:14]([CH3:15])[CH:13]=[N:3]2)=[CH:8][CH:9]=1.